From a dataset of Full USPTO retrosynthesis dataset with 1.9M reactions from patents (1976-2016). Predict the reactants needed to synthesize the given product. Given the product [F:12][C:9]([F:10])([F:11])[C:7]1[CH:6]=[C:5]([C@H:13]2[O:17][C:16](=[O:18])[N:15]([CH2:19][C:20]3[C:25]([C:26]4[CH:27]=[C:28]([C:34]5[CH:46]=[CH:45][C:37]([C:38]([OH:40])=[O:39])=[CH:36][C:35]=5[CH3:47])[CH:29]=[N:30][C:31]=4[O:32][CH3:33])=[CH:24][N:23]=[C:22]([N:48]4[CH2:49][C:50]([F:52])([F:53])[CH2:51]4)[N:21]=3)[C@H:14]2[CH3:54])[CH:4]=[C:3]([C:2]([F:56])([F:55])[F:1])[CH:8]=1, predict the reactants needed to synthesize it. The reactants are: [F:1][C:2]([F:56])([F:55])[C:3]1[CH:4]=[C:5]([C@H:13]2[O:17][C:16](=[O:18])[N:15]([CH2:19][C:20]3[C:25]([C:26]4[CH:27]=[C:28]([C:34]5[CH:46]=[CH:45][C:37]([C:38]([O:40]C(C)(C)C)=[O:39])=[CH:36][C:35]=5[CH3:47])[CH:29]=[N:30][C:31]=4[O:32][CH3:33])=[CH:24][N:23]=[C:22]([N:48]4[CH2:51][C:50]([F:53])([F:52])[CH2:49]4)[N:21]=3)[C@H:14]2[CH3:54])[CH:6]=[C:7]([C:9]([F:12])([F:11])[F:10])[CH:8]=1.